Dataset: Catalyst prediction with 721,799 reactions and 888 catalyst types from USPTO. Task: Predict which catalyst facilitates the given reaction. (1) Reactant: Cl[C:2]1[C:7]2[C:8](=[O:22])[N:9](CC3C=CC(OC)=CC=3OC)[CH2:10][C:6]=2[C:5]([F:23])=[C:4]([NH:24][C@@H:25]2[CH2:30][CH2:29][CH2:28][CH2:27][C@@H:26]2[NH:31]C(=O)OC(C)(C)C)[N:3]=1.[CH3:39][C:40]1[N:41]=[CH:42][NH:43][CH:44]=1.C([O-])([O-])=O.[K+].[K+].[C:51]([OH:57])([C:53]([F:56])([F:55])[F:54])=[O:52]. Product: [C:51]([OH:57])([C:53]([F:56])([F:55])[F:54])=[O:52].[NH2:31][C@H:26]1[CH2:27][CH2:28][CH2:29][CH2:30][C@H:25]1[NH:24][C:4]1[N:3]=[C:2]([N:43]2[CH:44]=[C:40]([CH3:39])[N:41]=[CH:42]2)[C:7]2[C:8](=[O:22])[NH:9][CH2:10][C:6]=2[C:5]=1[F:23]. The catalyst class is: 10. (2) Reactant: [CH3:1][C@@H:2]1[CH2:6][CH2:5][CH2:4][N:3]1[CH2:7][CH2:8][C:9]1[CH:14]=[CH:13][C:12]([C:15]2[CH:20]=[CH:19][C:18]([CH2:21][CH2:22][C:23](O)=[O:24])=[CH:17][CH:16]=2)=[CH:11][CH:10]=1.Cl.[NH2:27][CH2:28][CH2:29][CH2:30][C:31]([O:33][C:34]([CH3:37])([CH3:36])[CH3:35])=[O:32].CN(C(ON1N=NC2C=CC=NC1=2)=[N+](C)C)C.F[P-](F)(F)(F)(F)F.Cl. Product: [CH3:1][C@@H:2]1[CH2:6][CH2:5][CH2:4][N:3]1[CH2:7][CH2:8][C:9]1[CH:14]=[CH:13][C:12]([C:15]2[CH:16]=[CH:17][C:18]([CH2:21][CH2:22][C:23]([NH:27][CH2:28][CH2:29][CH2:30][C:31]([O:33][C:34]([CH3:37])([CH3:36])[CH3:35])=[O:32])=[O:24])=[CH:19][CH:20]=2)=[CH:11][CH:10]=1. The catalyst class is: 3. (3) Reactant: [OH:1][CH2:2][C@H:3]([NH:10]C(=O)OC(C)(C)C)[C:4]1[N:5]=[N:6][N:7]([CH3:9])[N:8]=1.[ClH:18].O1CCOCC1. Product: [ClH:18].[NH2:10][C@H:3]([C:4]1[N:5]=[N:6][N:7]([CH3:9])[N:8]=1)[CH2:2][OH:1]. The catalyst class is: 5. (4) Reactant: [NH2:1][C:2]1[N:7]=[CH:6][N:5]=[C:4]2[N:8]([C@@H:30]3[CH2:34][CH2:33][N:32]([C:35](OC(C)(C)C)=[O:36])[CH2:31]3)[N:9]=[C:10]([C:11]3[CH:16]=[CH:15][C:14]([C:17](=[O:29])[NH:18][C:19]4[CH:24]=[C:23]([C:25]([F:28])([F:27])[F:26])[CH:22]=[CH:21][N:20]=4)=[CH:13][CH:12]=3)[C:3]=12.[C:42](O)(=O)[C:43]#[C:44]C.C1CN([P+](ON2N=NC3C=CC=CC2=3)(N2CCCC2)N2CCCC2)CC1.F[P-](F)(F)(F)(F)F.CCN(C(C)C)C(C)C. Product: [NH2:1][C:2]1[N:7]=[CH:6][N:5]=[C:4]2[N:8]([C@@H:30]3[CH2:34][CH2:33][N:32]([C:35](=[O:36])[C:42]#[C:43][CH3:44])[CH2:31]3)[N:9]=[C:10]([C:11]3[CH:12]=[CH:13][C:14]([C:17]([NH:18][C:19]4[CH:24]=[C:23]([C:25]([F:26])([F:27])[F:28])[CH:22]=[CH:21][N:20]=4)=[O:29])=[CH:15][CH:16]=3)[C:3]=12. The catalyst class is: 3. (5) The catalyst class is: 13. Product: [ClH:33].[ClH:33].[CH3:1][C@H:2]1[O:7][C@@H:6]([CH3:8])[CH2:5][N:4]([C:9]2[CH:26]=[CH:25][C:12]3[CH2:13][NH:14][CH2:15][CH2:16][O:17][C:11]=3[CH:10]=2)[CH2:3]1. Reactant: [CH3:1][C@H:2]1[O:7][C@@H:6]([CH3:8])[CH2:5][N:4]([C:9]2[CH:26]=[CH:25][C:12]3[CH2:13][N:14](C(OC(C)(C)C)=O)[CH2:15][CH2:16][O:17][C:11]=3[CH:10]=2)[CH2:3]1.C(OCC)(=O)C.[ClH:33].